Dataset: Full USPTO retrosynthesis dataset with 1.9M reactions from patents (1976-2016). Task: Predict the reactants needed to synthesize the given product. (1) Given the product [CH2:1]([O:3][C:4]([C:6]1([CH3:26])[CH:10]([O:11][C:30]2[CH:39]=[N:38][C:37]3[C:32](=[CH:33][CH:34]=[CH:35][CH:36]=3)[N:31]=2)[CH2:9][N:8]([C:12]2[C:21]3[C:16](=[CH:17][C:18]([O:24][CH3:25])=[C:19]([O:22][CH3:23])[CH:20]=3)[N:15]=[CH:14][N:13]=2)[CH2:7]1)=[O:5])[CH3:2], predict the reactants needed to synthesize it. The reactants are: [CH2:1]([O:3][C:4]([C:6]1([CH3:26])[CH:10]([OH:11])[CH2:9][N:8]([C:12]2[C:21]3[C:16](=[CH:17][C:18]([O:24][CH3:25])=[C:19]([O:22][CH3:23])[CH:20]=3)[N:15]=[CH:14][N:13]=2)[CH2:7]1)=[O:5])[CH3:2].[H-].[Na+].Cl[C:30]1[CH:39]=[N:38][C:37]2[C:32](=[CH:33][CH:34]=[CH:35][CH:36]=2)[N:31]=1. (2) Given the product [C:14]([O:13][C:11](=[O:12])[CH2:10][N:1]1[CH2:5][CH2:4][CH2:3][C:2]1=[O:6])([CH3:17])([CH3:16])[CH3:15], predict the reactants needed to synthesize it. The reactants are: [NH:1]1[CH2:5][CH2:4][CH2:3][C:2]1=[O:6].[H-].[Na+].Br[CH2:10][C:11]([O:13][C:14]([CH3:17])([CH3:16])[CH3:15])=[O:12]. (3) Given the product [Br:11][C:8]1[S:7][C:6]2[N:1]=[CH:2][NH:3][C:4](=[O:10])[C:5]=2[CH:9]=1, predict the reactants needed to synthesize it. The reactants are: [N:1]1[C:6]2[S:7][CH:8]=[CH:9][C:5]=2[C:4](=[O:10])[NH:3][CH:2]=1.[Br:11]Br.C([O-])(O)=O.[Na+]. (4) Given the product [C:1]([NH:4][C:5]1[N:9]([C:10]2[CH:15]=[C:14]([S:16][CH2:17][C:18]([F:19])([F:20])[F:21])[C:13]([CH3:22])=[CH:12][C:11]=2[F:23])[N:8]=[C:7]([O:24][CH2:34][C:33]([F:53])([F:52])[C:32]([F:55])([F:54])[F:31])[CH:6]=1)(=[O:3])[CH3:2], predict the reactants needed to synthesize it. The reactants are: [C:1]([NH:4][C:5]1[N:9]([C:10]2[CH:15]=[C:14]([S:16][CH2:17][C:18]([F:21])([F:20])[F:19])[C:13]([CH3:22])=[CH:12][C:11]=2[F:23])[N:8]=[C:7]([OH:24])[CH:6]=1)(=[O:3])[CH3:2].C(=O)([O-])[O-].[K+].[K+].[F:31][C:32]([F:55])([F:54])[C:33]([F:53])([F:52])[C:34](F)(F)C(F)(F)S(O[CH2:34][C:33]([F:53])([F:52])[C:32]([F:55])([F:54])[F:31])(=O)=O. (5) Given the product [F:1][C:2]1[CH:21]=[CH:20][C:19]([F:22])=[CH:18][C:3]=1[CH2:4][N:5]1[CH2:10][CH2:9][NH:8][C:7]2[N:11]=[CH:12][C:13]([C:15]([N:27]3[CH2:28][CH2:29][N:24]([CH3:23])[CH2:25][CH2:26]3)=[O:17])=[CH:14][C:6]1=2, predict the reactants needed to synthesize it. The reactants are: [F:1][C:2]1[CH:21]=[CH:20][C:19]([F:22])=[CH:18][C:3]=1[CH2:4][N:5]1[CH2:10][CH2:9][NH:8][C:7]2[N:11]=[CH:12][C:13]([C:15]([OH:17])=O)=[CH:14][C:6]1=2.[CH3:23][N:24]1[CH2:29][CH2:28][NH:27][CH2:26][CH2:25]1. (6) Given the product [CH3:26][S:27]([O:1][CH2:2][C:3]1[CH:8]=[N:7][C:6]([NH:9][C:10]([O:11][C:12]([CH3:13])([CH3:15])[CH3:14])=[O:16])=[CH:5][CH:4]=1)(=[O:29])=[O:28], predict the reactants needed to synthesize it. The reactants are: [OH:1][CH2:2][C:3]1[CH:4]=[CH:5][C:6]([NH:9][C:10](=[O:16])[O:11][C:12]([CH3:15])([CH3:14])[CH3:13])=[N:7][CH:8]=1.CCN(C(C)C)C(C)C.[CH3:26][S:27](Cl)(=[O:29])=[O:28]. (7) Given the product [CH3:19][C:10]1[C:9]([O:8][C:6]2[CH:5]=[CH:4][N:3]=[C:2]([C:24]3[CH:23]=[N:22][N:21]([CH3:20])[CH:25]=3)[CH:7]=2)=[C:14]([CH3:15])[CH:13]=[C:12]([N+:16]([O-:18])=[O:17])[N:11]=1, predict the reactants needed to synthesize it. The reactants are: Cl[C:2]1[CH:7]=[C:6]([O:8][C:9]2[C:10]([CH3:19])=[N:11][C:12]([N+:16]([O-:18])=[O:17])=[CH:13][C:14]=2[CH3:15])[CH:5]=[CH:4][N:3]=1.[CH3:20][N:21]1[CH:25]=[C:24](B2OC(C)(C)C(C)(C)O2)[CH:23]=[N:22]1.C([O-])([O-])=O.[K+].[K+].